From a dataset of Full USPTO retrosynthesis dataset with 1.9M reactions from patents (1976-2016). Predict the reactants needed to synthesize the given product. (1) Given the product [CH:35]1([CH2:34][N:1]2[C:9]3[C:4](=[C:5]([NH:10][C:11]4[N:23]=[CH:22][C:21]([CH:24]5[CH2:26][CH2:25]5)=[CH:20][C:12]=4[C:13]([O:15][C:16]([CH3:18])([CH3:19])[CH3:17])=[O:14])[CH:6]=[CH:7][CH:8]=3)[CH:3]=[CH:2]2)[CH2:40][CH2:39][CH2:38][CH2:37][CH2:36]1, predict the reactants needed to synthesize it. The reactants are: [NH:1]1[C:9]2[C:4](=[C:5]([NH:10][C:11]3[N:23]=[CH:22][C:21]([CH:24]4[CH2:26][CH2:25]4)=[CH:20][C:12]=3[C:13]([O:15][C:16]([CH3:19])([CH3:18])[CH3:17])=[O:14])[CH:6]=[CH:7][CH:8]=2)[CH:3]=[CH:2]1.CC(C)([O-])C.[K+].Br[CH2:34][CH:35]1[CH2:40][CH2:39][CH2:38][CH2:37][CH2:36]1.O. (2) The reactants are: [C:1]1([NH2:8])[CH:6]=[CH:5][CH:4]=[CH:3][C:2]=1[NH2:7].C(Cl)CCl.[CH2:13]([N:20]1[CH2:25][CH2:24][CH:23]=[C:22]([CH2:26][CH2:27][C:28](O)=[O:29])[C:21]1=[O:31])[C:14]1[CH:19]=[CH:18][CH:17]=[CH:16][CH:15]=1. Given the product [NH2:7][C:2]1[CH:3]=[CH:4][CH:5]=[CH:6][C:1]=1[NH:8][C:28](=[O:29])[CH2:27][CH2:26][C:22]1[C:21](=[O:31])[N:20]([CH2:13][C:14]2[CH:15]=[CH:16][CH:17]=[CH:18][CH:19]=2)[CH2:25][CH2:24][CH:23]=1, predict the reactants needed to synthesize it. (3) Given the product [Br:9][CH2:10][CH2:11][CH2:12][NH:13][C:22](=[O:23])[C:21]1[C:16]([C:15]([F:26])([F:14])[F:25])=[CH:17][CH:18]=[N:19][CH:20]=1, predict the reactants needed to synthesize it. The reactants are: C(N(CC)CC)C.Br.[Br:9][CH2:10][CH2:11][CH2:12][NH2:13].[F:14][C:15]([F:26])([F:25])[C:16]1[C:21]([C:22](Cl)=[O:23])=[CH:20][N:19]=[CH:18][CH:17]=1. (4) Given the product [CH2:1]([O:19][C:20]1[CH:21]=[C:22]([CH2:45][CH2:46][OH:47])[CH:23]=[C:24]([O:26][CH2:27][CH2:28][CH2:29][CH2:30][CH2:31][CH2:32][CH2:33][CH2:34]/[CH:35]=[CH:36]\[CH2:37]/[CH:38]=[CH:39]\[CH2:40][CH2:41][CH2:42][CH2:43][CH3:44])[CH:25]=1)[CH2:2][CH2:3][CH2:4][CH2:5][CH2:6][CH2:7][CH2:8]/[CH:9]=[CH:10]\[CH2:11]/[CH:12]=[CH:13]\[CH2:14][CH2:15][CH2:16][CH2:17][CH3:18], predict the reactants needed to synthesize it. The reactants are: [CH2:1]([O:19][C:20]1[CH:21]=[C:22]([CH2:45][C:46](OC)=[O:47])[CH:23]=[C:24]([O:26][CH2:27][CH2:28][CH2:29][CH2:30][CH2:31][CH2:32][CH2:33][CH2:34]/[CH:35]=[CH:36]\[CH2:37]/[CH:38]=[CH:39]\[CH2:40][CH2:41][CH2:42][CH2:43][CH3:44])[CH:25]=1)[CH2:2][CH2:3][CH2:4][CH2:5][CH2:6][CH2:7][CH2:8]/[CH:9]=[CH:10]\[CH2:11]/[CH:12]=[CH:13]\[CH2:14][CH2:15][CH2:16][CH2:17][CH3:18].[H-].[Al+3].[Li+].[H-].[H-].[H-].O.CCOC(C)=O. (5) Given the product [NH2:19][C:20]1[CH:25]=[CH:24][C:23]([S:26][C:12]2[C:11]3[C:16]4=[C:7]([C:5]5[C:4]([C:15]4=[CH:14][CH:13]=2)=[C:3]([C:17]#[N:18])[C:2](=[O:1])[N:6]=5)[C:8]([S:26][C:23]2[CH:24]=[CH:25][C:20]([NH2:19])=[CH:21][CH:22]=2)=[CH:9][CH:10]=3)=[CH:22][CH:21]=1, predict the reactants needed to synthesize it. The reactants are: [O:1]=[C:2]1[N:6]=[C:5]2[C:7]3[CH:8]=[CH:9][CH:10]=[C:11]4[C:16]=3[C:15]([C:4]2=[C:3]1[C:17]#[N:18])=[CH:14][CH:13]=[CH:12]4.[NH2:19][C:20]1[CH:25]=[CH:24][C:23]([SH:26])=[CH:22][CH:21]=1. (6) Given the product [N:3]1[CH:4]=[CH:5][CH:6]=[N:7][C:2]=1[O:8][C:9]1[CH:10]=[C:11]2[C:15](=[CH:16][CH:17]=1)[C:14](=[O:18])[CH2:13][CH2:12]2, predict the reactants needed to synthesize it. The reactants are: Cl[C:2]1[N:7]=[CH:6][CH:5]=[CH:4][N:3]=1.[OH:8][C:9]1[CH:10]=[C:11]2[C:15](=[CH:16][CH:17]=1)[C:14](=[O:18])[CH2:13][CH2:12]2.C(=O)([O-])[O-].[K+].[K+]. (7) Given the product [ClH:12].[C:1]([Cl:12])(=[O:9])[C:2]1[CH:7]=[CH:6][N:5]=[CH:4][CH:3]=1, predict the reactants needed to synthesize it. The reactants are: [C:1]([OH:9])(=O)[C:2]1[CH:7]=[CH:6][N:5]=[CH:4][CH:3]=1.S(Cl)([Cl:12])=O.